This data is from Forward reaction prediction with 1.9M reactions from USPTO patents (1976-2016). The task is: Predict the product of the given reaction. (1) Given the reactants [OH:1][C:2]1[CH:8]=[C:7]([N+:9]([O-:11])=[O:10])[CH:6]=[CH:5][C:3]=1[NH2:4].[CH3:12][C:13]1[CH:18]=[CH:17][CH:16]=[CH:15][C:14]=1[N:19]=[C:20]=[O:21], predict the reaction product. The product is: [OH:1][C:2]1[CH:8]=[C:7]([N+:9]([O-:11])=[O:10])[CH:6]=[CH:5][C:3]=1[NH:4][C:20]([NH:19][C:14]1[CH:15]=[CH:16][CH:17]=[CH:18][C:13]=1[CH3:12])=[O:21]. (2) Given the reactants Br[C:2]1[N:3]=[C:4]2[C:10]([C:11]([C:13]3[C:14]([F:27])=[C:15]([NH:20][S:21]([CH2:24][CH2:25][CH3:26])(=[O:23])=[O:22])[CH:16]=[CH:17][C:18]=3[F:19])=[O:12])=[CH:9][NH:8][C:5]2=[N:6][CH:7]=1.[CH3:28][O:29][C:30]1[N:35]=[CH:34][C:33](B(O)O)=[CH:32][N:31]=1.C(#N)C.C(=O)([O-])[O-].[K+].[K+], predict the reaction product. The product is: [F:27][C:14]1[C:13]([C:11]([C:10]2[C:4]3[C:5](=[N:6][CH:7]=[C:2]([C:33]4[CH:32]=[N:31][C:30]([O:29][CH3:28])=[N:35][CH:34]=4)[N:3]=3)[NH:8][CH:9]=2)=[O:12])=[C:18]([F:19])[CH:17]=[CH:16][C:15]=1[NH:20][S:21]([CH2:24][CH2:25][CH3:26])(=[O:23])=[O:22].